Regression. Given a peptide amino acid sequence and an MHC pseudo amino acid sequence, predict their binding affinity value. This is MHC class I binding data. From a dataset of Peptide-MHC class I binding affinity with 185,985 pairs from IEDB/IMGT. (1) The peptide sequence is FEHIVYGDF. The MHC is HLA-B44:02 with pseudo-sequence HLA-B44:02. The binding affinity (normalized) is 0.303. (2) The peptide sequence is LIVSLCPTKK. The MHC is HLA-A03:01 with pseudo-sequence HLA-A03:01. The binding affinity (normalized) is 0.499.